This data is from Forward reaction prediction with 1.9M reactions from USPTO patents (1976-2016). The task is: Predict the product of the given reaction. Given the reactants Br[C:2]1[CH:3]=[CH:4][CH:5]=[C:6]2[C:10]=1[N:9]([CH2:11][C:12]1[CH:21]=[CH:20][CH:19]=[CH:18][C:13]=1[C:14]([O:16]C)=[O:15])[C:8]([CH3:22])=[C:7]2[CH2:23][CH2:24][CH2:25][O:26][C:27]1[CH:32]=[C:31]([CH3:33])[C:30]([Cl:34])=[C:29]([CH3:35])[CH:28]=1.C(=O)([O-])[O-].[K+].[K+].[CH3:42][C:43]1[C:47](B2OC(C)(C)C(C)(C)O2)=[C:46]([CH3:57])[NH:45][N:44]=1, predict the reaction product. The product is: [Cl:34][C:30]1[C:29]([CH3:35])=[CH:28][C:27]([O:26][CH2:25][CH2:24][CH2:23][C:7]2[C:6]3[C:10](=[C:2]([C:47]4[C:43]([CH3:42])=[N:44][NH:45][C:46]=4[CH3:57])[CH:3]=[CH:4][CH:5]=3)[N:9]([CH2:11][C:12]3[CH:21]=[CH:20][CH:19]=[CH:18][C:13]=3[C:14]([OH:16])=[O:15])[C:8]=2[CH3:22])=[CH:32][C:31]=1[CH3:33].